From a dataset of Forward reaction prediction with 1.9M reactions from USPTO patents (1976-2016). Predict the product of the given reaction. (1) Given the reactants [O:1]=[C:2]1[N:7]([CH2:8][C:9]#[CH:10])[N:6]=[N:5][C:4]2=[C:11]([C:14](=[S:16])[NH2:15])[N:12]=[CH:13][N:3]12.Br[CH2:18][C:19]([C:21]1[S:22][CH:23]=[CH:24][N:25]=1)=O.C(N(CC)CC)C, predict the reaction product. The product is: [S:22]1[CH:23]=[CH:24][N:25]=[C:21]1[C:19]1[N:15]=[C:14]([C:11]2[N:12]=[CH:13][N:3]3[C:2](=[O:1])[N:7]([CH2:8][C:9]#[CH:10])[N:6]=[N:5][C:4]=23)[S:16][CH:18]=1. (2) The product is: [F:10][B-:11]([F:14])([F:13])[F:12].[CH3:15][O:9][N+:1]1[C:6]([CH3:7])=[CH:5][CH:4]=[CH:3][C:2]=1[CH3:8]. Given the reactants [N+:1]1([O-:9])[C:2]([CH3:8])=[CH:3][CH:4]=[CH:5][C:6]=1[CH3:7].[F:10][B-:11]([F:14])([F:13])[F:12].[CH3:15][O+](C)C, predict the reaction product. (3) Given the reactants [CH2:1]([O:8][C:9]1[CH:10]=[C:11]2[C:16](=[CH:17][CH:18]=1)[N:15]=[CH:14][C:13]([NH2:19])=[C:12]2[NH:20][CH3:21])[C:2]1[CH:7]=[CH:6][CH:5]=[CH:4][CH:3]=1.[CH2:22](OC1C=C2C(C(NCCOC3C=CC=CC=3)=C(N)C=N2)=CC=1)[C:23]1C=CC=CC=1.[C:51](OCC)(OCC)(OCC)CC.C(OC)(OC)(OC)CCCC, predict the reaction product. The product is: [CH2:1]([O:8][C:9]1[CH:18]=[CH:17][C:16]2[N:15]=[CH:14][C:13]3[N:19]=[C:21]([CH2:22][CH3:23])[N:20]([CH3:51])[C:12]=3[C:11]=2[CH:10]=1)[C:2]1[CH:3]=[CH:4][CH:5]=[CH:6][CH:7]=1. (4) Given the reactants C(N(CC)CC)C.[OH:8][C:9]1[CH:33]=[CH:32][C:12]2[CH2:13][C@@H:14]3[C@@H:19]([C:20]4([C:24](=[O:25])[N:23]([CH3:26])[C:22](/[N:27]=[CH:28]/[N:29]([CH3:31])[CH3:30])=[N:21]4)[C:11]=2[CH:10]=1)[CH2:18][O:17][CH2:16][CH2:15]3.[F:34][C:35]([F:54])([F:53])[S:36](N(C1C=CC=CC=1)[S:36]([C:35]([F:54])([F:53])[F:34])(=[O:38])=[O:37])(=[O:38])=[O:37], predict the reaction product. The product is: [F:34][C:35]([F:54])([F:53])[S:36]([O:8][C:9]1[CH:33]=[CH:32][C:12]2[CH2:13][C@@H:14]3[C@@H:19]([C:20]4([C:24](=[O:25])[N:23]([CH3:26])[C:22](/[N:27]=[CH:28]/[N:29]([CH3:30])[CH3:31])=[N:21]4)[C:11]=2[CH:10]=1)[CH2:18][O:17][CH2:16][CH2:15]3)(=[O:38])=[O:37]. (5) Given the reactants C([O:5][C:6](=[O:34])[CH2:7][CH2:8][C:9]1[C:14]([CH3:15])=[CH:13][C:12]([C:16]2[N:20]=[C:19]([C:21]3[CH:26]=[C:25]([CH3:27])[N:24]=[C:23]([N:28]([CH2:30][CH3:31])[CH3:29])[CH:22]=3)[O:18][N:17]=2)=[CH:11][C:10]=1[CH2:32][CH3:33])(C)(C)C, predict the reaction product. The product is: [CH2:32]([C:10]1[CH:11]=[C:12]([C:16]2[N:20]=[C:19]([C:21]3[CH:26]=[C:25]([CH3:27])[N:24]=[C:23]([N:28]([CH2:30][CH3:31])[CH3:29])[CH:22]=3)[O:18][N:17]=2)[CH:13]=[C:14]([CH3:15])[C:9]=1[CH2:8][CH2:7][C:6]([OH:34])=[O:5])[CH3:33].